Task: Binary Classification. Given a miRNA mature sequence and a target amino acid sequence, predict their likelihood of interaction.. Dataset: Experimentally validated miRNA-target interactions with 360,000+ pairs, plus equal number of negative samples (1) The miRNA is hsa-miR-500a-5p with sequence UAAUCCUUGCUACCUGGGUGAGA. The protein sequence of the target gene is MASAGVAAGRQAEDVLPPTSDQPLPDTKPLPPPQPPPVPAPQPQQSPAPRPQSPARAREEENYSFLPLVHNIIKCMDKDSPEVHQDLNALKSKFQEMRKLISTMPGIHLSPEQQQQQLQSLREQVRTKNELLQKYKSLCMFEIPKE. Result: 0 (no interaction). (2) The miRNA is hsa-miR-4670-5p with sequence AAGCGACCAUGAUGUAACUUCA. The protein sequence of the target gene is MLMFDPVPVKQEAMDPVSVSFPSNYIESMKPNKYGVIYSTPLPDKFFQTPEGLTHGIQVEPVDLTVNKRGSPPAAGGSPSSLKFPSHRRASPGLSMPSSSPPIKKYSPPSPGVQPFGVPLSMPPVMAAALSRHGIRSPGILPVIQPVVVQPVPFMYTSHLQQPLMVSLSEEMDNSNSGMPVPVIESYEKPLLQKKIKIEPGIEPQRTDYYPEEMSPPLMNPVSPPQALLQENHPSVIVQPGKRPLPVESPDTQRKRRIHRCDYDGCNKVYTKSSHLKAHRRTHTGEKPYKCTWEGCTWKF.... Result: 0 (no interaction). (3) The miRNA is mmu-miR-1903 with sequence CCUUCUUCUUCUUCCUGAGACA. The protein sequence of the target gene is MQKPPLLLRRPLPPKFTKLSLHEKKTHTAKTGKIESLHVAFTEDETTSIKMDRTRFPDVLRNQSLTPINIQNIFLDHCVQERVTAISSPQKSTKHVREQIPDTATGSIFFPHCNSASTRIFGKQTNKMESSRKFKTMKDVYTEKRLENILILSSKFSKPKSTPGSVIAQKLEKMHPKHQPLPESPGYTYQHISRDLSATVPSPPPMTVSMKPEGQWPEHFKSTATLTLRVTEFPGFVSLPTPVLPRKPHRQSVIETLVTENGNIESVPKQIPPRPPEGLTKTEKIESEIHVVRGEGFKTV.... Result: 0 (no interaction). (4) The miRNA is hsa-miR-1229-3p with sequence CUCUCACCACUGCCCUCCCACAG. The protein sequence of the target gene is MPRVSAPLVLLPAWLVMVACSPHSLRIAAILDDPMECSRGERLSITLAKNRINRAPERLGKAKVEVDIFELLRDSEYETAETMCQILPKGVVAVLGPSSSPASSSIISNICGEKEVPHFKVAPEEFVKFQFQRFTTLNLHPSNTDISVAVAGILNFFNCTTACLICAKAECLLNLEKLLRQFLISKDTLSVRMLDDTRDPTPLLKEIRDDKTATIIIHANASMSHTILLKAAELGMVSAYYTYIFTNLEFSLQRMDSLVDDRVNILGFSIFNQSHAFFQEFAQSLNQSWQENCDHVPFTG.... Result: 0 (no interaction).